The task is: Regression. Given two drug SMILES strings and cell line genomic features, predict the synergy score measuring deviation from expected non-interaction effect.. This data is from Merck oncology drug combination screen with 23,052 pairs across 39 cell lines. (1) Drug 1: O=S1(=O)NC2(CN1CC(F)(F)F)C1CCC2Cc2cc(C=CCN3CCC(C(F)(F)F)CC3)ccc2C1. Drug 2: CC1(c2nc3c(C(N)=O)cccc3[nH]2)CCCN1. Cell line: SKMES1. Synergy scores: synergy=1.98. (2) Drug 1: CN(Cc1cnc2nc(N)nc(N)c2n1)c1ccc(C(=O)NC(CCC(=O)O)C(=O)O)cc1. Drug 2: CCc1cnn2c(NCc3ccc[n+]([O-])c3)cc(N3CCCCC3CCO)nc12. Cell line: A427. Synergy scores: synergy=-3.45. (3) Cell line: RPMI7951. Synergy scores: synergy=12.9. Drug 2: Cn1nnc2c(C(N)=O)ncn2c1=O. Drug 1: COc1cc(C2c3cc4c(cc3C(OC3OC5COC(C)OC5C(O)C3O)C3COC(=O)C23)OCO4)cc(OC)c1O. (4) Synergy scores: synergy=4.50. Drug 1: O=S1(=O)NC2(CN1CC(F)(F)F)C1CCC2Cc2cc(C=CCN3CCC(C(F)(F)F)CC3)ccc2C1. Drug 2: O=C(O)C1(Cc2cccc(Nc3nccs3)n2)CCC(Oc2cccc(Cl)c2F)CC1. Cell line: DLD1. (5) Drug 1: NC1(c2ccc(-c3nc4ccn5c(=O)[nH]nc5c4cc3-c3ccccc3)cc2)CCC1. Drug 2: CC1(c2nc3c(C(N)=O)cccc3[nH]2)CCCN1. Cell line: SKOV3. Synergy scores: synergy=5.35. (6) Drug 1: CCN(CC)CCNC(=O)c1c(C)[nH]c(C=C2C(=O)Nc3ccc(F)cc32)c1C. Drug 2: O=C(O)C1(Cc2cccc(Nc3nccs3)n2)CCC(Oc2cccc(Cl)c2F)CC1. Cell line: PA1. Synergy scores: synergy=4.71. (7) Drug 1: Cn1nnc2c(C(N)=O)ncn2c1=O. Drug 2: CCc1cnn2c(NCc3ccc[n+]([O-])c3)cc(N3CCCCC3CCO)nc12. Cell line: NCIH1650. Synergy scores: synergy=-5.23. (8) Drug 1: CC(C)CC(NC(=O)C(Cc1ccccc1)NC(=O)c1cnccn1)B(O)O. Drug 2: COC1CC2CCC(C)C(O)(O2)C(=O)C(=O)N2CCCCC2C(=O)OC(C(C)CC2CCC(OP(C)(C)=O)C(OC)C2)CC(=O)C(C)C=C(C)C(O)C(OC)C(=O)C(C)CC(C)C=CC=CC=C1C. Cell line: A2780. Synergy scores: synergy=4.79.